This data is from Full USPTO retrosynthesis dataset with 1.9M reactions from patents (1976-2016). The task is: Predict the reactants needed to synthesize the given product. (1) Given the product [CH3:43][N:40]1[CH2:39][CH2:38][N:37]([C:34]2[CH:33]=[CH:32][C:31]([NH:30][C:27]3[N:26]=[CH:25][C:24]4=[CH:23][CH:22]=[C:21]([C:52]5[CH:53]=[C:54]([CH:58]=[O:59])[CH:55]=[N:56][CH:57]=5)[N:29]4[N:28]=3)=[CH:36][CH:35]=2)[CH2:42][CH2:41]1, predict the reactants needed to synthesize it. The reactants are: C1(P(C2C=CC=CC=2)C2C=CC=CC=2)C=CC=CC=1.Br[C:21]1[N:29]2[C:24]([CH:25]=[N:26][C:27]([NH:30][C:31]3[CH:36]=[CH:35][C:34]([N:37]4[CH2:42][CH2:41][N:40]([CH3:43])[CH2:39][CH2:38]4)=[CH:33][CH:32]=3)=[N:28]2)=[CH:23][CH:22]=1.CC1(C)C(C)(C)OB([C:52]2[CH:53]=[C:54]([CH:58]=[O:59])[CH:55]=[N:56][CH:57]=2)O1.C(=O)([O-])[O-].[Na+].[Na+].O. (2) Given the product [Cl:34][C:35]1[CH:36]=[CH:37][C:38]([CH2:39][N:40]2[C:45](=[O:46])[C:44]([CH2:47][N:11]3[CH2:12][CH2:13][N:8]([CH3:6])[CH2:9][CH2:10]3)=[CH:43][C:42]([C:53]3[CH:58]=[CH:57][C:56]([O:59][CH3:60])=[C:55]([F:61])[CH:54]=3)=[N:41]2)=[CH:62][CH:63]=1, predict the reactants needed to synthesize it. The reactants are: C(O[C:6]([N:8]1[CH2:13][CH2:12][N:11](C2C(=O)N(CC(C)C)N=C(C3C=CC(C)=C(F)C=3)C=2C)[CH2:10][CH2:9]1)=O)(C)(C)C.[Cl:34][C:35]1[CH:63]=[CH:62][C:38]([CH2:39][N:40]2[C:45](=[O:46])[C:44]([CH2:47]OS(C)(=O)=O)=[CH:43][C:42]([C:53]3[CH:58]=[CH:57][C:56]([O:59][CH3:60])=[C:55]([F:61])[CH:54]=3)=[N:41]2)=[CH:37][CH:36]=1.CN1CCNCC1. (3) Given the product [CH:13]([Si:12]([CH:19]([CH3:21])[CH3:20])([CH:16]([CH3:18])[CH3:17])[N:1]1[CH:5]=[CH:4][CH:3]=[CH:2]1)([CH3:15])[CH3:14], predict the reactants needed to synthesize it. The reactants are: [NH:1]1[CH:5]=[CH:4][CH:3]=[CH:2]1.C([Li])CCC.Cl[Si:12]([CH:19]([CH3:21])[CH3:20])([CH:16]([CH3:18])[CH3:17])[CH:13]([CH3:15])[CH3:14]. (4) The reactants are: [CH2:1]1[O:4][CH:2]1[CH3:3].[CH2:5]([C:14]1[CH:19]=[CH:18][CH:17]=[CH:16][C:15]=1O)[CH2:6][CH2:7][CH2:8][CH2:9][CH2:10][CH2:11][CH2:12][CH3:13].C1[O:24]C1C.C1OC1.C(C1C=CC=CC=1O)CCCCCCCC.C1OC1. Given the product [CH2:1]1[O:4][CH:2]1[CH3:3].[CH2:5]([C:14]1([OH:24])[CH2:19][CH2:18][CH2:17][CH2:16][CH2:15]1)[CH2:6][CH2:7][CH2:8][CH2:9][CH2:10][CH2:11][CH2:12][CH3:13], predict the reactants needed to synthesize it. (5) Given the product [NH2:29][CH2:28][CH2:27][O:26][CH2:25][CH2:24][NH:23][C:20]1[N:21]=[CH:22][C:17]2[CH:16]=[C:15]([C:3]3[CH:4]=[CH:5][C:6]([C:8]4[CH:13]=[N:12][CH:11]=[C:10]([CH3:14])[N:9]=4)=[CH:7][C:2]=3[Cl:1])[C:38](=[O:39])[N:37]([CH2:40][CH3:41])[C:18]=2[N:19]=1, predict the reactants needed to synthesize it. The reactants are: [Cl:1][C:2]1[CH:7]=[C:6]([C:8]2[CH:13]=[N:12][CH:11]=[C:10]([CH3:14])[N:9]=2)[CH:5]=[CH:4][C:3]=1[C:15]1[C:38](=[O:39])[N:37]([CH2:40][CH3:41])[C:18]2[N:19]=[C:20]([NH:23][CH2:24][CH2:25][O:26][CH2:27][CH2:28][NH:29]C(=O)OC(C)(C)C)[N:21]=[CH:22][C:17]=2[CH:16]=1.Cl.CO. (6) Given the product [Br:3][C:4]1[CH:9]=[C:8]([O:23][C:20]2[CH:21]=[CH:22][C:17]([O:16][CH3:15])=[CH:18][CH:19]=2)[C:7]([N+:11]([O-:13])=[O:12])=[CH:6][C:5]=1[F:14], predict the reactants needed to synthesize it. The reactants are: [H-].[Na+].[Br:3][C:4]1[CH:9]=[C:8](F)[C:7]([N+:11]([O-:13])=[O:12])=[CH:6][C:5]=1[F:14].[CH3:15][O:16][C:17]1[CH:22]=[CH:21][C:20]([OH:23])=[CH:19][CH:18]=1.